Dataset: KCNQ2 potassium channel screen with 302,405 compounds. Task: Binary Classification. Given a drug SMILES string, predict its activity (active/inactive) in a high-throughput screening assay against a specified biological target. (1) The molecule is O=C1CC(CC(NCCO)=C1C(=O)CCCN1C(=O)c2c(C1=O)cccc2)(C)C. The result is 0 (inactive). (2) The drug is o1c(CN2CCCc3c2cccc3)cc(=O)c(OCC(=O)Nc2ccc(OC)cc2)c1. The result is 0 (inactive).